From a dataset of NCI-60 drug combinations with 297,098 pairs across 59 cell lines. Regression. Given two drug SMILES strings and cell line genomic features, predict the synergy score measuring deviation from expected non-interaction effect. (1) Drug 1: C1=CC(=CC=C1CC(C(=O)O)N)N(CCCl)CCCl.Cl. Drug 2: CN(CC1=CN=C2C(=N1)C(=NC(=N2)N)N)C3=CC=C(C=C3)C(=O)NC(CCC(=O)O)C(=O)O. Cell line: OVCAR-8. Synergy scores: CSS=17.1, Synergy_ZIP=-10.3, Synergy_Bliss=-2.27, Synergy_Loewe=-13.8, Synergy_HSA=-2.70. (2) Drug 1: CS(=O)(=O)CCNCC1=CC=C(O1)C2=CC3=C(C=C2)N=CN=C3NC4=CC(=C(C=C4)OCC5=CC(=CC=C5)F)Cl. Drug 2: CC1C(C(CC(O1)OC2CC(OC(C2O)C)OC3=CC4=CC5=C(C(=O)C(C(C5)C(C(=O)C(C(C)O)O)OC)OC6CC(C(C(O6)C)O)OC7CC(C(C(O7)C)O)OC8CC(C(C(O8)C)O)(C)O)C(=C4C(=C3C)O)O)O)O. Cell line: MALME-3M. Synergy scores: CSS=41.8, Synergy_ZIP=2.29, Synergy_Bliss=0.723, Synergy_Loewe=-44.7, Synergy_HSA=-2.49. (3) Drug 1: CN1C2=C(C=C(C=C2)N(CCCl)CCCl)N=C1CCCC(=O)O.Cl. Drug 2: CC(C)NC(=O)C1=CC=C(C=C1)CNNC.Cl. Cell line: BT-549. Synergy scores: CSS=-0.429, Synergy_ZIP=-0.598, Synergy_Bliss=-2.43, Synergy_Loewe=-2.94, Synergy_HSA=-2.46.